From a dataset of TCR-epitope binding with 47,182 pairs between 192 epitopes and 23,139 TCRs. Binary Classification. Given a T-cell receptor sequence (or CDR3 region) and an epitope sequence, predict whether binding occurs between them. The epitope is LPRRSGAAGA. The TCR CDR3 sequence is CASSLALSAEQYF. Result: 0 (the TCR does not bind to the epitope).